Dataset: Forward reaction prediction with 1.9M reactions from USPTO patents (1976-2016). Task: Predict the product of the given reaction. Given the reactants [Br:1][C:2]1[CH:3]=[C:4]2[C:11]3([C:15](=[O:16])[NH:14][C:13](=O)[NH:12]3)[CH2:10][CH:9]([CH:18]3[CH2:23][CH2:22][CH2:21][CH2:20][CH2:19]3)[O:8][C:5]2=[CH:6][CH:7]=1.COC1C=CC(P2(SP(C3C=CC(OC)=CC=3)(=S)S2)=[S:33])=CC=1, predict the reaction product. The product is: [Br:1][C:2]1[CH:3]=[C:4]2[C:11]3([C:15](=[O:16])[NH:14][C:13](=[S:33])[NH:12]3)[CH2:10][CH:9]([CH:18]3[CH2:23][CH2:22][CH2:21][CH2:20][CH2:19]3)[O:8][C:5]2=[CH:6][CH:7]=1.